From a dataset of Catalyst prediction with 721,799 reactions and 888 catalyst types from USPTO. Predict which catalyst facilitates the given reaction. (1) Reactant: [I:1][C:2]1[C:3]([O:10][CH3:11])=[N:4][C:5]([NH2:9])=[N:6][C:7]=1[CH3:8].[C:12]([O:16][C:17](O[C:17]([O:16][C:12]([CH3:15])([CH3:14])[CH3:13])=[O:18])=[O:18])([CH3:15])([CH3:14])[CH3:13]. Product: [C:12]([O:16][C:17](=[O:18])[NH:9][C:5]1[N:4]=[C:3]([O:10][CH3:11])[C:2]([I:1])=[C:7]([CH3:8])[N:6]=1)([CH3:15])([CH3:14])[CH3:13]. The catalyst class is: 527. (2) Reactant: [CH2:1]([C@H:3]1[C@@H:7]([C:8]2[N:12]3[C:13]4[CH:19]=[CH:18][N:17](S(C5C=CC(C)=CC=5)(=O)=O)[C:14]=4[N:15]=[CH:16][C:11]3=[N:10][N:9]=2)[CH2:6][N:5]([C:30]([NH:32][CH2:33][C:34]([F:37])([F:36])[F:35])=[O:31])[CH2:4]1)[CH3:2].[OH-].[Na+]. Product: [CH2:1]([C@H:3]1[C@@H:7]([C:8]2[N:12]3[C:13]4[CH:19]=[CH:18][NH:17][C:14]=4[N:15]=[CH:16][C:11]3=[N:10][N:9]=2)[CH2:6][N:5]([C:30]([NH:32][CH2:33][C:34]([F:37])([F:36])[F:35])=[O:31])[CH2:4]1)[CH3:2]. The catalyst class is: 12.